From a dataset of Forward reaction prediction with 1.9M reactions from USPTO patents (1976-2016). Predict the product of the given reaction. (1) Given the reactants [OH:1][N:2]=[C:3](Cl)[C:4]1[CH:9]=[N:8][CH:7]=[CH:6][N:5]=1.[Cl:11][C:12]1[CH:17]=[CH:16][CH:15]=[C:14]([C:18]#[CH:19])[CH:13]=1.N, predict the reaction product. The product is: [Cl:11][C:12]1[CH:13]=[C:14]([C:18]2[O:1][N:2]=[C:3]([C:4]3[CH:9]=[N:8][CH:7]=[CH:6][N:5]=3)[CH:19]=2)[CH:15]=[CH:16][CH:17]=1. (2) Given the reactants Br[C:2]1[CH:3]=[C:4]2[C:8](=[CH:9][CH:10]=1)[CH:7]([O:11][CH2:12][O:13][CH3:14])[CH:6]([CH2:15][CH2:16][CH:17]([N:19]([CH2:23][CH2:24][CH3:25])[CH2:20][CH2:21][CH3:22])[CH3:18])[CH2:5]2.C(Cl)(Cl)Cl.[CH3:30][N:31](C=O)C, predict the reaction product. The product is: [C:30]([C:2]1[CH:3]=[C:4]2[C:8](=[CH:9][CH:10]=1)[CH:7]([O:11][CH2:12][O:13][CH3:14])[CH:6]([CH2:15][CH2:16][CH:17]([N:19]([CH2:23][CH2:24][CH3:25])[CH2:20][CH2:21][CH3:22])[CH3:18])[CH2:5]2)#[N:31].